This data is from Full USPTO retrosynthesis dataset with 1.9M reactions from patents (1976-2016). The task is: Predict the reactants needed to synthesize the given product. (1) Given the product [CH3:15][CH:14]([CH3:16])[CH2:13][N:12]1[C:8]2[C:29]3[CH:28]=[N:27][CH:26]=[CH:25][C:24]=3[N:23]=[C:20]([NH2:21])[C:9]=2[N:10]=[C:11]1[CH2:17][CH2:18][CH3:19], predict the reactants needed to synthesize it. The reactants are: C(=O)([O-])[O-].[Na+].[Na+].I[C:8]1[N:12]([CH2:13][CH:14]([CH3:16])[CH3:15])[C:11]([CH2:17][CH2:18][CH3:19])=[N:10][C:9]=1[C:20]#[N:21].Cl.[NH2:23][C:24]1[CH:29]=[CH:28][N:27]=[CH:26][C:25]=1B(O)O.C1(P(C2C=CC=CC=2)C2C=CC=CC=2)C=CC=CC=1. (2) Given the product [OH:17][C:14]1[CH:13]=[CH:12][C:11]([C:9]([C:6]2[CH:7]=[CH:8][C:3]([O:2][CH3:1])=[CH:4][C:5]=2[O:28][CH2:29][O:30][CH3:31])=[O:10])=[CH:16][CH:15]=1, predict the reactants needed to synthesize it. The reactants are: [CH3:1][O:2][C:3]1[CH:8]=[CH:7][C:6]([C:9]([C:11]2[CH:16]=[CH:15][C:14]([O:17][Si](C(C)C)(C(C)C)C(C)C)=[CH:13][CH:12]=2)=[O:10])=[C:5]([O:28][CH2:29][O:30][CH3:31])[CH:4]=1.O.O.O.[F-].C([N+](CCCC)(CCCC)CCCC)CCC. (3) Given the product [Cl:18][C:19]1[CH:24]=[CH:23][C:22]([Cl:25])=[CH:21][C:20]=1[O:26][C:2]1[CH:7]=[C:6]([O:8][CH2:9][C:10]#[CH:11])[N:5]=[CH:4][N:3]=1, predict the reactants needed to synthesize it. The reactants are: Cl[C:2]1[CH:7]=[C:6]([O:8][CH2:9][C:10]#[CH:11])[N:5]=[CH:4][N:3]=1.C(=O)([O-])[O-].[K+].[K+].[Cl:18][C:19]1[CH:24]=[CH:23][C:22]([Cl:25])=[CH:21][C:20]=1[OH:26].[Cl-].[NH4+].